This data is from NCI-60 drug combinations with 297,098 pairs across 59 cell lines. The task is: Regression. Given two drug SMILES strings and cell line genomic features, predict the synergy score measuring deviation from expected non-interaction effect. Drug 1: CC(C)CN1C=NC2=C1C3=CC=CC=C3N=C2N. Drug 2: CC1CCCC2(C(O2)CC(NC(=O)CC(C(C(=O)C(C1O)C)(C)C)O)C(=CC3=CSC(=N3)C)C)C. Cell line: TK-10. Synergy scores: CSS=34.7, Synergy_ZIP=-0.511, Synergy_Bliss=-2.43, Synergy_Loewe=-9.26, Synergy_HSA=-1.25.